Dataset: Peptide-MHC class II binding affinity with 134,281 pairs from IEDB. Task: Regression. Given a peptide amino acid sequence and an MHC pseudo amino acid sequence, predict their binding affinity value. This is MHC class II binding data. (1) The peptide sequence is TFAATHNPWASQPG. The MHC is DRB5_0101 with pseudo-sequence DRB5_0101. The binding affinity (normalized) is 0.328. (2) The peptide sequence is EEWEPLTKKGNVWEV. The MHC is DRB1_1101 with pseudo-sequence DRB1_1101. The binding affinity (normalized) is 0.443. (3) The peptide sequence is MAFLRSVSCLAAAVF. The MHC is DRB3_0101 with pseudo-sequence DRB3_0101. The binding affinity (normalized) is 0.244. (4) The peptide sequence is SKTHLNFERSLKAFF. The MHC is DRB1_1501 with pseudo-sequence DRB1_1501. The binding affinity (normalized) is 0.536. (5) The peptide sequence is AFKVAATAANAAPAL. The MHC is DRB1_1001 with pseudo-sequence DRB1_1001. The binding affinity (normalized) is 0.864.